Dataset: Forward reaction prediction with 1.9M reactions from USPTO patents (1976-2016). Task: Predict the product of the given reaction. (1) Given the reactants Cl[C:2]1[N:9]=[C:8]([C:10]2[CH:15]=[CH:14][C:13]([CH2:16][N:17]3[CH2:22][CH2:21][CH:20]([N:23]4[C:27]5[CH:28]=[CH:29][CH:30]=[CH:31][C:26]=5[NH:25][C:24]4=[O:32])[CH2:19][CH2:18]3)=[CH:12][CH:11]=2)[C:7]([C:33]2[CH:38]=[CH:37][CH:36]=[CH:35][CH:34]=2)=[CH:6][C:3]=1[C:4]#[N:5].[CH3:39][NH2:40], predict the reaction product. The product is: [CH3:39][NH:40][C:2]1[N:9]=[C:8]([C:10]2[CH:15]=[CH:14][C:13]([CH2:16][N:17]3[CH2:22][CH2:21][CH:20]([N:23]4[C:27]5[CH:28]=[CH:29][CH:30]=[CH:31][C:26]=5[NH:25][C:24]4=[O:32])[CH2:19][CH2:18]3)=[CH:12][CH:11]=2)[C:7]([C:33]2[CH:38]=[CH:37][CH:36]=[CH:35][CH:34]=2)=[CH:6][C:3]=1[C:4]#[N:5]. (2) Given the reactants [F:1][C:2]1[CH:8]=[C:7]([I:9])[CH:6]=[CH:5][C:3]=1[NH2:4].N([O-])=O.[Na+].[N-:14]=[N+:15]=[N-].[Na+], predict the reaction product. The product is: [N:4]([C:3]1[CH:5]=[CH:6][C:7]([I:9])=[CH:8][C:2]=1[F:1])=[N+:14]=[N-:15]. (3) Given the reactants [C:1]([O:5][C:6](=[O:28])[NH:7][C:8]1[C:13]([NH2:14])=[CH:12][C:11]([C:15]2[CH:20]=[CH:19][CH:18]=[CH:17][C:16]=2[F:21])=[C:10]([O:22][CH2:23][C:24]([F:27])([F:26])[F:25])[CH:9]=1)([CH3:4])([CH3:3])[CH3:2].C([O:31][C:32](=O)[CH2:33][C:34](=[O:46])[C:35]1[CH:40]=[CH:39][CH:38]=[C:37]([N:41]2[CH:45]=[CH:44][N:43]=[N:42]2)[CH:36]=1)C, predict the reaction product. The product is: [C:1]([O:5][C:6](=[O:28])[NH:7][C:8]1[C:13]([NH:14][C:32](=[O:31])[CH2:33][C:34](=[O:46])[C:35]2[CH:40]=[CH:39][CH:38]=[C:37]([N:41]3[CH:45]=[CH:44][N:43]=[N:42]3)[CH:36]=2)=[CH:12][C:11]([C:15]2[CH:20]=[CH:19][CH:18]=[CH:17][C:16]=2[F:21])=[C:10]([O:22][CH2:23][C:24]([F:25])([F:26])[F:27])[CH:9]=1)([CH3:4])([CH3:2])[CH3:3]. (4) Given the reactants Cl.[OH:2][NH2:3].C(N(CC)CC)C.[C:11]([C:13]1[CH:37]=[CH:36][C:16]([O:17][CH:18]([C:23]2[CH:28]=[CH:27][C:26]([O:29][CH:30]([CH3:32])[CH3:31])=[C:25]([O:33][CH2:34][CH3:35])[CH:24]=2)[C:19]([O:21][CH3:22])=[O:20])=[CH:15][CH:14]=1)#[N:12], predict the reaction product. The product is: [OH:2][NH:3][C:11]([C:13]1[CH:14]=[CH:15][C:16]([O:17][CH:18]([C:23]2[CH:28]=[CH:27][C:26]([O:29][CH:30]([CH3:32])[CH3:31])=[C:25]([O:33][CH2:34][CH3:35])[CH:24]=2)[C:19]([O:21][CH3:22])=[O:20])=[CH:36][CH:37]=1)=[NH:12]. (5) The product is: [C:25]([O:24][C@@H:7]([CH:1]1[CH2:6][CH2:5][CH2:4][CH:3]=[CH:2]1)[C@:8]12[C:14](=[O:15])[O:13][C@@:12]1([CH3:16])[C@@H:11]([CH2:17][CH2:18][CH2:19][CH2:20][CH2:21][CH3:22])[C:10](=[O:23])[NH:9]2)(=[O:27])[CH3:26]. Given the reactants [CH:1]1([C@H:7]([OH:24])[C@:8]23[C:14](=[O:15])[O:13][C@@:12]2([CH3:16])[C@@H:11]([CH2:17][CH2:18][CH2:19][CH2:20][CH2:21][CH3:22])[C:10](=[O:23])[NH:9]3)[CH2:6][CH2:5][CH2:4][CH:3]=[CH:2]1.[C:25](OC(=O)C)(=[O:27])[CH3:26], predict the reaction product. (6) The product is: [F:21][C:10]([C@@H:9]([NH:8][C:6](=[O:7])[O:5][C:1]([CH3:4])([CH3:3])[CH3:2])[CH2:13][CH3:14])=[O:11]. Given the reactants [C:1]([O:5][C:6]([NH:8][C@@H:9]([CH2:13][CH3:14])[C:10](O)=[O:11])=[O:7])([CH3:4])([CH3:3])[CH3:2].N1C=CC=CC=1.[F:21]C1N=C(F)N=C(F)N=1, predict the reaction product. (7) Given the reactants Cl[C:2]1[CH:7]=[CH:6][CH:5]=[C:4]([Cl:8])[N:3]=1.[C:9]1([OH:15])[CH:14]=[CH:13][CH:12]=[CH:11][CH:10]=1, predict the reaction product. The product is: [Cl:8][C:4]1[CH:5]=[CH:6][CH:7]=[C:2]([O:15][C:9]2[CH:14]=[CH:13][CH:12]=[CH:11][CH:10]=2)[N:3]=1. (8) Given the reactants C(OC([N:8]1[CH2:13][CH:12]=[C:11]([C:14]2[CH:22]=[C:21]3[C:17]([C:18]([S:23][CH3:24])=[N:19][NH:20]3)=[CH:16][CH:15]=2)[CH2:10][CH2:9]1)=O)(C)(C)C.[F:25][C:26]1[CH:27]=[C:28](B(O)O)[CH:29]=[CH:30][CH:31]=1, predict the reaction product. The product is: [F:25][C:26]1[CH:31]=[C:30]([N:20]2[C:21]3[C:17](=[CH:16][CH:15]=[C:14]([C:11]4[CH2:10][CH2:9][NH:8][CH2:13][CH:12]=4)[CH:22]=3)[C:18]([S:23][CH3:24])=[N:19]2)[CH:29]=[CH:28][CH:27]=1. (9) Given the reactants [F:1][C:2]1[C:3]([O:13][CH3:14])=[C:4]([CH2:9][C:10](O)=[O:11])[CH:5]=[C:6]([F:8])[CH:7]=1.[H-].[H-].[H-].[H-].[Li+].[Al+3], predict the reaction product. The product is: [F:1][C:2]1[C:3]([O:13][CH3:14])=[C:4]([CH2:9][CH2:10][OH:11])[CH:5]=[C:6]([F:8])[CH:7]=1. (10) Given the reactants Cl[CH2:2][CH2:3][CH2:4][N:5]1[C:10]2[CH:11]=[CH:12][CH:13]=[C:14]([F:15])[C:9]=2[O:8][CH2:7][C:6]1=[O:16].C([O-])([O-])=O.[K+].[K+].[Na+].[I-].[CH2:25]([CH:29]1[CH2:34][CH2:33][NH:32][CH2:31][CH2:30]1)[CH2:26][CH2:27][CH3:28], predict the reaction product. The product is: [CH2:25]([CH:29]1[CH2:34][CH2:33][N:32]([CH2:2][CH2:3][CH2:4][N:5]2[C:10]3[CH:11]=[CH:12][CH:13]=[C:14]([F:15])[C:9]=3[O:8][CH2:7][C:6]2=[O:16])[CH2:31][CH2:30]1)[CH2:26][CH2:27][CH3:28].